This data is from Catalyst prediction with 721,799 reactions and 888 catalyst types from USPTO. The task is: Predict which catalyst facilitates the given reaction. (1) Reactant: [F:1][C:2]([F:19])([F:18])[C:3]([N:5]1[CH2:10][CH2:9][N:8]([C:11]2[CH:17]=[CH:16][CH:15]=[CH:14][C:12]=2[NH2:13])[CH2:7][CH2:6]1)=[O:4].[CH2:20]([O:22][C:23](=[O:28])[CH2:24][C:25]([CH3:27])=O)[CH3:21].C(O)(=O)C. Product: [CH2:20]([O:22][C:23](=[O:28])[CH:24]=[C:25]([NH:13][C:12]1[CH:14]=[CH:15][CH:16]=[CH:17][C:11]=1[N:8]1[CH2:7][CH2:6][N:5]([C:3](=[O:4])[C:2]([F:1])([F:18])[F:19])[CH2:10][CH2:9]1)[CH3:27])[CH3:21]. The catalyst class is: 11. (2) Reactant: [CH3:1][O:2][C:3]1[CH:8]=[CH:7][C:6]([N:9]2[C:13]([C:14]3[C:15]([O:20][CH3:21])=[N:16][CH:17]=[CH:18][CH:19]=3)=[CH:12][C:11]([CH:22]3[CH2:27][CH2:26][NH:25][CH2:24][CH2:23]3)=[N:10]2)=[CH:5][CH:4]=1.ClC(Cl)(O[C:32](=[O:38])OC(Cl)(Cl)Cl)Cl.C(N(CC)CC)C.Cl.[CH3:48][NH:49][OH:50]. Product: [CH3:1][O:2][C:3]1[CH:4]=[CH:5][C:6]([N:9]2[C:13]([C:14]3[C:15]([O:20][CH3:21])=[N:16][CH:17]=[CH:18][CH:19]=3)=[CH:12][C:11]([CH:22]3[CH2:27][CH2:26][N:25]([C:32](=[O:38])[N:49]([OH:50])[CH3:48])[CH2:24][CH2:23]3)=[N:10]2)=[CH:7][CH:8]=1. The catalyst class is: 7. (3) Reactant: [C:1]([O:5][C:6]([CH:8]([C:28]1[CH:33]=[CH:32][CH:31]=[CH:30][CH:29]=1)[N:9]1[C:13]2[CH:14]=[C:15]([C:18]#[N:19])[CH:16]=[CH:17][C:12]=2[N:11](C(OC(C)(C)C)=O)[C:10]1=[O:27])=[O:7])([CH3:4])([CH3:3])[CH3:2]. Product: [C:18]([C:15]1[CH:16]=[CH:17][C:12]2[NH:11][C:10](=[O:27])[N:9]([CH:8]([C:28]3[CH:33]=[CH:32][CH:31]=[CH:30][CH:29]=3)[C:6]([O:5][C:1]([CH3:4])([CH3:3])[CH3:2])=[O:7])[C:13]=2[CH:14]=1)#[N:19]. The catalyst class is: 330.